This data is from Forward reaction prediction with 1.9M reactions from USPTO patents (1976-2016). The task is: Predict the product of the given reaction. (1) Given the reactants [F:1][C:2]1[CH:7]=[CH:6][C:5]([NH:8][C:9]([NH2:11])=[S:10])=[CH:4][CH:3]=1.Cl[CH2:13][C:14]([CH2:16]Cl)=O.[NH2:18][C:19]1[C:24]([C:25]#[N:26])=[C:23]([C:27]2[CH:28]=[N:29][C:30]([NH:33][CH2:34][CH2:35][OH:36])=[CH:31][CH:32]=2)[C:22]([C:37]#[N:38])=[C:21]([SH:39])[N:20]=1.C(=O)(O)[O-].[Na+], predict the reaction product. The product is: [NH2:18][C:19]1[C:24]([C:25]#[N:26])=[C:23]([C:27]2[CH:28]=[N:29][C:30]([NH:33][CH2:34][CH2:35][OH:36])=[CH:31][CH:32]=2)[C:22]([C:37]#[N:38])=[C:21]([S:39][CH2:16][C:14]2[N:11]=[C:9]([NH:8][C:5]3[CH:4]=[CH:3][C:2]([F:1])=[CH:7][CH:6]=3)[S:10][CH:13]=2)[N:20]=1. (2) The product is: [NH2:23][CH:19]([C:9]1[N:8]([CH2:1][C:2]2[CH:7]=[CH:6][CH:5]=[CH:4][CH:3]=2)[C:13](=[O:14])[C:12]2[C:15]([CH3:18])=[N:16][S:17][C:11]=2[N:10]=1)[CH2:20][CH3:21]. Given the reactants [CH2:1]([N:8]1[C:13](=[O:14])[C:12]2[C:15]([CH3:18])=[N:16][S:17][C:11]=2[N:10]=[C:9]1[CH:19](Br)[CH2:20][CH3:21])[C:2]1[CH:7]=[CH:6][CH:5]=[CH:4][CH:3]=1.[NH3:23], predict the reaction product. (3) The product is: [F:9][C:10]1[CH:11]=[CH:12][C:13]([C:16]2([CH2:17][CH:18]([CH3:19])[CH3:20])[C:8]3[CH:6]=[N:5][CH:3]=[CH:4][C:23]=3[C:22](=[O:24])[O:21]2)=[CH:14][CH:15]=1. Given the reactants [Li+].C[CH:3]([N-:5][CH:6]([CH3:8])C)[CH3:4].[F:9][C:10]1[CH:15]=[CH:14][C:13]([C:16](=[O:21])[CH2:17][CH:18]([CH3:20])[CH3:19])=[CH:12][CH:11]=1.[CH2:22]([O:24]CC)[CH3:23], predict the reaction product. (4) Given the reactants [N+:1]([C:4]1[CH:18]=[CH:17][C:7]([O:8][CH2:9][CH2:10][CH2:11][CH2:12][CH2:13][C:14](O)=[O:15])=[CH:6][CH:5]=1)([O-:3])=[O:2].S(Cl)([Cl:21])=O, predict the reaction product. The product is: [N+:1]([C:4]1[CH:18]=[CH:17][C:7]([O:8][CH2:9][CH2:10][CH2:11][CH2:12][CH2:13][C:14]([Cl:21])=[O:15])=[CH:6][CH:5]=1)([O-:3])=[O:2]. (5) Given the reactants [Si]([O:8][C@H:9]([C:35]1[CH:40]=[CH:39][C:38]([OH:41])=[C:37]([CH2:42][OH:43])[CH:36]=1)[CH2:10][NH:11][C@H:12]([CH3:34])[CH2:13][C:14]1[CH:15]=[C:16]([CH2:20][CH2:21][C:22]([NH:24][CH:25]2[CH2:33][C:32]3[C:27](=[CH:28][CH:29]=[CH:30][CH:31]=3)[CH2:26]2)=[O:23])[CH:17]=[CH:18][CH:19]=1)(C(C)(C)C)(C)C.CO.O.ClCCl, predict the reaction product. The product is: [NH3:11].[CH2:26]1[C:27]2[C:32](=[CH:31][CH:30]=[CH:29][CH:28]=2)[CH2:33][CH:25]1[NH:24][C:22](=[O:23])[CH2:21][CH2:20][C:16]1[CH:17]=[CH:18][CH:19]=[C:14]([CH2:13][C@H:12]([NH:11][CH2:10][C@H:9]([OH:8])[C:35]2[CH:40]=[CH:39][C:38]([OH:41])=[C:37]([CH2:42][OH:43])[CH:36]=2)[CH3:34])[CH:15]=1. (6) The product is: [F:30][C:2]1([F:1])[CH2:3][CH2:4][C:5]([CH2:9][NH:10][C:11]([C:13]2[C:14]3[CH:15]=[CH:16][C:17]([CH:24]4[CH2:28][CH2:27][CH:26]([N:33]([CH3:34])[CH3:32])[CH2:25]4)=[N:18][C:19]=3[CH:20]=[CH:21][C:22]=2[Cl:23])=[O:12])([OH:8])[CH2:6][CH2:7]1. Given the reactants [F:1][C:2]1([F:30])[CH2:7][CH2:6][C:5]([CH2:9][NH:10][C:11]([C:13]2[C:14]3[CH:15]=[CH:16][C:17]([CH:24]4[CH2:28][CH2:27][C:26](=O)[CH2:25]4)=[N:18][C:19]=3[CH:20]=[CH:21][C:22]=2[Cl:23])=[O:12])([OH:8])[CH2:4][CH2:3]1.C[CH2:32][N:33](CC)[CH2:34]C.CNC.C1COCC1.C(O[BH-](OC(=O)C)OC(=O)C)(=O)C.[Na+], predict the reaction product. (7) Given the reactants [F:1][C:2]1[CH:13]=[C:12]([OH:14])[C:5]2[CH:6]=[C:7]([C:9](=[O:11])[CH3:10])[O:8][C:4]=2[CH:3]=1.C(=O)([O-])[O-].[K+].[K+].[CH2:21](Br)[C:22]1[CH:27]=[CH:26][CH:25]=[CH:24][CH:23]=1, predict the reaction product. The product is: [CH2:21]([O:14][C:12]1[C:5]2[CH:6]=[C:7]([C:9](=[O:11])[CH3:10])[O:8][C:4]=2[CH:3]=[C:2]([F:1])[CH:13]=1)[C:22]1[CH:27]=[CH:26][CH:25]=[CH:24][CH:23]=1. (8) Given the reactants Br[C:2]1[C:14]2[O:15][C:16]3[C:21]([C:11]4[C:12]=2[C:13]2[C:8](=[CH:9][C:10]=4Br)[C:7](=[O:23])[N:6]([C:24]4[C:29]([CH:30]([CH3:32])[CH3:31])=[CH:28][CH:27]=[CH:26][C:25]=4[CH:33]([CH3:35])[CH3:34])[C:5](=[O:36])[C:4]=2[CH:3]=1)=[CH:20][CH:19]=[CH:18][CH:17]=3.[C:37]1(B(O)O)[CH:42]=[CH:41][CH:40]=[CH:39][CH:38]=1.C([O-])([O-])=O.[Na+].[Na+].[CH3:52][CH2:53]O, predict the reaction product. The product is: [CH:33]([C:25]1[CH:26]=[CH:27][CH:28]=[C:29]([CH:30]([CH3:32])[CH3:31])[C:24]=1[N:6]1[C:5](=[O:36])[C:4]2[CH:3]=[C:2]([C:37]3[CH:42]=[CH:41][CH:40]=[CH:39][CH:38]=3)[C:14]3[O:15][C:16]4[C:21]([C:11]5[C:12]=3[C:13]=2[C:8](=[CH:9][C:10]=5[C:53]2[CH:52]=[CH:4][CH:3]=[CH:2][CH:14]=2)[C:7]1=[O:23])=[CH:20][CH:19]=[CH:18][CH:17]=4)([CH3:35])[CH3:34]. (9) Given the reactants C(OC(=O)[NH:7][C@@H:8]([CH:32]1[CH2:37][CH2:36][CH2:35][CH2:34][CH2:33]1)[C:9]([N:11]1[CH2:20][CH2:19][C:18]2[C:13](=[CH:14][CH:15]=[CH:16][CH:17]=2)[C@H:12]1[C:21](=[O:31])[NH:22][C:23]1[C:28]([F:29])=[CH:27][CH:26]=[CH:25][C:24]=1[F:30])=[O:10])(C)(C)C.[C:39]([OH:45])([C:41]([F:44])([F:43])[F:42])=[O:40], predict the reaction product. The product is: [F:42][C:41]([F:44])([F:43])[C:39]([OH:45])=[O:40].[F:30][C:24]1[CH:25]=[CH:26][CH:27]=[C:28]([F:29])[C:23]=1[NH:22][C:21]([C@@H:12]1[C:13]2[C:18](=[CH:17][CH:16]=[CH:15][CH:14]=2)[CH2:19][CH2:20][N:11]1[C:9](=[O:10])[C@@H:8]([NH2:7])[CH:32]1[CH2:33][CH2:34][CH2:35][CH2:36][CH2:37]1)=[O:31].